Task: Binary Classification. Given a drug SMILES string, predict its activity (active/inactive) in a high-throughput screening assay against a specified biological target.. Dataset: HIV replication inhibition screening data with 41,000+ compounds from the AIDS Antiviral Screen (1) The drug is COC(=O)C1Cc2c([nH]c3ccccc23)-c2[nH]c3ccccc3c2CC(NC(C)=O)C(=O)NCC(=O)NCC(=O)N1. The result is 0 (inactive). (2) The compound is O=C(Cn1c(=O)oc2ccc(C(=O)c3ccc(F)cc3)cc21)c1ccccc1. The result is 0 (inactive). (3) The drug is CCOC(=O)C(C#N)=CSc1ccccc1. The result is 0 (inactive). (4) The compound is S=C(NN=C(c1ccccc1)c1ccccn1)N1CCCCC1. The result is 0 (inactive). (5) The result is 0 (inactive). The drug is Cc1nc2c(nc1C)C(=O)C(N1CCCCC1)=CC2=O. (6) The compound is Cc1ccc(Nc2sc(C)cc2C#N)c([N+](=O)[O-])c1. The result is 0 (inactive).